Dataset: Clinical trial toxicity outcomes and FDA approval status for drugs. Task: Regression/Classification. Given a drug SMILES string, predict its toxicity properties. Task type varies by dataset: regression for continuous values (e.g., LD50, hERG inhibition percentage) or binary classification for toxic/non-toxic outcomes (e.g., AMES mutagenicity, cardiotoxicity, hepatotoxicity). Dataset: clintox. The compound is CC(=O)O[C@H]1CC[C@@]2(C)C(=CC[C@H]3[C@@H]4CC=C(c5cccnc5)[C@@]4(C)CC[C@@H]32)C1. The result is 0 (passed clinical trial).